From a dataset of Protein-peptide binding for MDM2, ACE2, and 12ca5 with 34 validated binders. Binary Classification. Given protein and peptide amino acid sequences, predict whether they interact or not. (1) The protein target is MDM2 with sequence MCNTNMSVPTDGAVTTSQIPASEQETLVRPKPLLLKLLKSVGAQKDTYTMKEVLFYLGQYIMTKRLYDEKQQHIVYCSNDLLGDLFGVPSFSVKEHRKIYTMIYRNLVVVNQQESSDSGTSVSENRCHLEGGSDQKDLVQELQEEKPSSSHLVSRPSTSSRRRAISETEENSDELSGERQRKRHKSDSISLSFDESLALCVIREICCERSSSSESTGTPSNPDLDAGVSEHSGDWLDQDSVSDQFSVEFEVESLDSEDYSLSEEGQELSDEDDEVYQVTVYQAGESDTDSFEEDPEISLADYWKCTSCNEMNPPLPSHCNRCWALRENWLPEDKGKDKGEISEKAKLENSTQAEEGFDVPDCKKTIVNDSRESCVEENDDKITQASQSQESEDYSQPSTSSSIIYSSQEDVKEFEREETQDKEESVESSLPLNAIEPCVICQGRPKNGCIVHGKTGHLMACFTCAKKLKKRNKPCPVCRQPIQMIVLTYFP. The peptide is AAAAAYWALLSPK. (2) The protein target is ACE2 with sequence MSSSSWLLLSLVAVTAAQSTIEEQAKTFLDKFNHEAEDLFYQSSLASWNYNTNITEENVQNMNNAGDKWSAFLKEQSTLAQMYPLQEIQNLTVKLQLQALQQNGSSVLSEDKSKRLNTILNTMSTIYSTGKVCNPDNPQECLLLEPGLNEIMANSLDYNERLWAWESWRSEVGKQLRPLYEEYVVLKNEMARANHYEDYGDYWRGDYEVNGVDGYDYSRGQLIEDVEHTFEEIKPLYEHLHAYVRAKLMNAYPSYISPIGCLPAHLLGDMWGRFWTNLYSLTVPFGQKPNIDVTDAMVDQAWDAQRIFKEAEKFFVSVGLPNMTQGFWENSMLTDPGNVQKAVCHPTAWDLGKGDFRILMCTKVTMDDFLTAHHEMGHIQYDMAYAAQPFLLRNGANEGFHEAVGEIMSLSAATPKHLKSIGLLSPDFQEDNETEINFLLKQALTIVGTLPFTYMLEKWRWMVFKGEIPKDQWMKKWWEMKREIVGVVEPVPHDETYCDP.... The peptide is LVKWTYTLNMDQK.